From a dataset of Reaction yield outcomes from USPTO patents with 853,638 reactions. Predict the reaction yield, written as a fraction of the theoretical maximum amount of product (1.0 means a 100% yield; for example, 0.34 means a 34% yield). (1) The reactants are [C:1]([C:5]1[CH:10]=[CH:9][CH:8]=[CH:7][CH:6]=1)(=O)[CH2:2][CH3:3].[OH:11][C:12]1[CH:17]=[CH:16][C:15]([C:18]([C:20]2[CH:25]=[CH:24][C:23]([OH:26])=[CH:22][CH:21]=2)=O)=[CH:14][CH:13]=1. No catalyst specified. The product is [OH:11][C:12]1[CH:17]=[CH:16][C:15]([C:18]([C:20]2[CH:25]=[CH:24][C:23]([OH:26])=[CH:22][CH:21]=2)=[C:1]([C:5]2[CH:10]=[CH:9][CH:8]=[CH:7][CH:6]=2)[CH2:2][CH3:3])=[CH:14][CH:13]=1. The yield is 0.880. (2) The yield is 0.770. No catalyst specified. The product is [CH3:11][Si:12]([C:15]#[C:16][C:2]1[CH:10]=[C:9]2[C:5]([CH:6]=[N:7][NH:8]2)=[CH:4][CH:3]=1)([CH3:14])[CH3:13]. The reactants are I[C:2]1[CH:10]=[C:9]2[C:5]([CH:6]=[N:7][NH:8]2)=[CH:4][CH:3]=1.[CH3:11][Si:12]([C:15]#[CH:16])([CH3:14])[CH3:13].